From a dataset of NCI-60 drug combinations with 297,098 pairs across 59 cell lines. Regression. Given two drug SMILES strings and cell line genomic features, predict the synergy score measuring deviation from expected non-interaction effect. (1) Drug 1: C1=CC(=C2C(=C1NCCNCCO)C(=O)C3=C(C=CC(=C3C2=O)O)O)NCCNCCO. Drug 2: N.N.Cl[Pt+2]Cl. Cell line: IGROV1. Synergy scores: CSS=36.3, Synergy_ZIP=0.998, Synergy_Bliss=0.0285, Synergy_Loewe=-30.9, Synergy_HSA=1.28. (2) Drug 1: C1CC(=O)NC(=O)C1N2CC3=C(C2=O)C=CC=C3N. Drug 2: C1=NC2=C(N1)C(=S)N=C(N2)N. Cell line: SNB-19. Synergy scores: CSS=4.89, Synergy_ZIP=-1.77, Synergy_Bliss=-0.845, Synergy_Loewe=-2.37, Synergy_HSA=-0.159.